This data is from Forward reaction prediction with 1.9M reactions from USPTO patents (1976-2016). The task is: Predict the product of the given reaction. (1) The product is: [F:27][C:28]1[CH:29]=[C:30]2[C:36]([C:37]3[N:38]=[C:20]([NH2:21])[C:19](/[N:9]=[N:2]/[C:3]4[CH:8]=[CH:7][CH:6]=[CH:5][CH:4]=4)=[C:18]([NH2:22])[N:39]=3)=[N:35][N:34]([CH2:40][C:41]3[CH:46]=[CH:45][CH:44]=[CH:43][C:42]=3[F:47])[C:31]2=[N:32][CH:33]=1. Given the reactants Cl.[NH2:2][C:3]1[CH:8]=[CH:7][CH:6]=[CH:5][CH:4]=1.[N:9]([O-])=O.[Na+].C([O-])(=O)C.[Na+].[C:18](#[N:22])[CH2:19][C:20]#[N:21].C(O)(=O)C.[F:27][C:28]1[CH:29]=[C:30]2[C:36]([C:37](=[NH:39])[NH2:38])=[N:35][N:34]([CH2:40][C:41]3[CH:46]=[CH:45][CH:44]=[CH:43][C:42]=3[F:47])[C:31]2=[N:32][CH:33]=1, predict the reaction product. (2) The product is: [C:15]([CH2:14][CH2:13][C:12]([C:11]1[C:10](=[O:20])[N:9]([CH3:21])[C:8]2[N:7]=[CH:6][C:5]([C:22]([OH:24])=[O:23])=[CH:4][C:3]=2[C:2]=1[OH:1])=[O:19])([OH:17])=[O:16]. Given the reactants [OH:1][C:2]1[C:3]2[CH:4]=[C:5]([C:22]([O:24]C)=[O:23])[CH:6]=[N:7][C:8]=2[N:9]([CH3:21])[C:10](=[O:20])[C:11]=1[C:12](=[O:19])[CH2:13][CH2:14][C:15]([O:17]C)=[O:16].OC1C2C(=NC=C(I)C=2)N(C)C(=O)C=1C(=O)CCC(O)=O.[C]=O, predict the reaction product. (3) Given the reactants CC([S@@]([NH:7][C@:8]([C:19]1[CH:24]=[CH:23][CH:22]=[CH:21][C:20]=1[F:25])([CH2:12][C@H:13]([OH:18])[C:14]([F:17])([F:16])[F:15])[CH:9]([F:11])[F:10])=O)(C)C.Cl, predict the reaction product. The product is: [NH2:7][C@@:8]([C:19]1[CH:24]=[CH:23][CH:22]=[CH:21][C:20]=1[F:25])([CH:9]([F:11])[F:10])[CH2:12][C@H:13]([OH:18])[C:14]([F:17])([F:16])[F:15]. (4) Given the reactants [CH3:1][O:2][C:3]([C:5]1[CH:10]=[CH:9][C:8]([Br:11])=[C:7]([NH2:12])[N:6]=1)=[O:4].[F:13][B-](F)(F)F.F[B-](F)(F)F.ClC[N+]12CC[N+](F)(CC1)CC2, predict the reaction product. The product is: [CH3:1][O:2][C:3]([C:5]1[C:10]([F:13])=[CH:9][C:8]([Br:11])=[C:7]([NH2:12])[N:6]=1)=[O:4]. (5) The product is: [CH2:1]([CH:8]1[O:12][C:11](=[O:13])[C:10]([CH:15]([C:16]2[CH:21]=[CH:20][CH:19]=[CH:18][CH:17]=2)[C:25]2[N:24]([CH3:23])[C:32]3[C:27]([C:26]=2[CH2:33][CH2:34][NH:35][C:36](=[O:38])[CH3:37])=[CH:28][CH:29]=[CH:30][CH:31]=3)=[C:9]1[OH:14])[C:2]1[CH:3]=[CH:4][CH:5]=[CH:6][CH:7]=1. Given the reactants [CH2:1]([CH:8]1[O:12][C:11](=[O:13])[CH:10]=[C:9]1[OH:14])[C:2]1[CH:7]=[CH:6][CH:5]=[CH:4][CH:3]=1.[CH:15](=O)[C:16]1[CH:21]=[CH:20][CH:19]=[CH:18][CH:17]=1.[CH3:23][N:24]1[C:32]2[C:27](=[CH:28][CH:29]=[CH:30][CH:31]=2)[C:26]([CH2:33][CH2:34][NH:35][C:36](=[O:38])[CH3:37])=[CH:25]1, predict the reaction product. (6) Given the reactants [CH2:1]([O:3][C:4]1[CH:13]=[C:12]2[C:7]([C:8]([NH:14][C:15]3[CH:16]=[C:17]4[C:21](=[CH:22][CH:23]=3)[N:20]([CH2:24][C:25]3[CH:30]=[CH:29][CH:28]=[C:27]([F:31])[CH:26]=3)[N:19]=[CH:18]4)=[N:9][CH:10]=[N:11]2)=[CH:6][C:5]=1[NH2:32])[CH3:2].[Br:33][CH2:34]/[CH:35]=[CH:36]/[C:37](Cl)=[O:38].O, predict the reaction product. The product is: [Br:33][CH2:34]/[CH:35]=[CH:36]/[C:37]([NH:32][C:5]1[CH:6]=[C:7]2[C:12](=[CH:13][C:4]=1[O:3][CH2:1][CH3:2])[N:11]=[CH:10][N:9]=[C:8]2[NH:14][C:15]1[CH:16]=[C:17]2[C:21](=[CH:22][CH:23]=1)[N:20]([CH2:24][C:25]1[CH:30]=[CH:29][CH:28]=[C:27]([F:31])[CH:26]=1)[N:19]=[CH:18]2)=[O:38]. (7) The product is: [C:1]([N:4]1[C:12]2[C:7](=[CH:8][C:9]([C:13](=[O:15])[CH3:14])=[CH:10][CH:11]=2)[C:6](=[C:27]([C:25]2[CH:24]=[CH:23][C:22]3[O:17][CH2:18][CH2:19][O:20][C:21]=3[CH:26]=2)[OH:28])[C:5]1=[O:16])(=[O:3])[CH3:2]. Given the reactants [C:1]([N:4]1[C:12]2[C:7](=[CH:8][C:9]([C:13](=[O:15])[CH3:14])=[CH:10][CH:11]=2)[CH2:6][C:5]1=[O:16])(=[O:3])[CH3:2].[O:17]1[C:22]2[CH:23]=[CH:24][C:25]([C:27](O)=[O:28])=[CH:26][C:21]=2[O:20][CH2:19][CH2:18]1, predict the reaction product. (8) Given the reactants [C:1]([O:5][C:6]([N:8]1[CH2:13][CH2:12][CH:11]([CH2:14][O:15][CH2:16][CH:17]([NH2:24])[C:18]2[CH:23]=[CH:22][N:21]=[CH:20][CH:19]=2)[CH2:10][CH2:9]1)=[O:7])([CH3:4])([CH3:3])[CH3:2].[Cl:25][C:26]1[C:34]2[C:29](=[CH:30][C:31]([C:35](O)=[O:36])=[CH:32][CH:33]=2)[NH:28][CH:27]=1, predict the reaction product. The product is: [C:1]([O:5][C:6]([N:8]1[CH2:9][CH2:10][CH:11]([CH2:14][O:15][CH2:16][CH:17]([NH:24][C:35]([C:31]2[CH:30]=[C:29]3[C:34]([C:26]([Cl:25])=[CH:27][NH:28]3)=[CH:33][CH:32]=2)=[O:36])[C:18]2[CH:19]=[CH:20][N:21]=[CH:22][CH:23]=2)[CH2:12][CH2:13]1)=[O:7])([CH3:4])([CH3:2])[CH3:3]. (9) Given the reactants [CH3:1][CH:2]1[C:6](=[O:7])[CH2:5][CH2:4][C:3]1=[O:8].[NH2:9][C:10]1[CH:19]=[CH:18][C:13]([C:14]([O:16][CH3:17])=[O:15])=[CH:12][C:11]=1[F:20], predict the reaction product. The product is: [F:20][C:11]1[CH:12]=[C:13]([CH:18]=[CH:19][C:10]=1[NH:9][C:6]1[CH2:5][CH2:4][C:3](=[O:8])[C:2]=1[CH3:1])[C:14]([O:16][CH3:17])=[O:15].[CH3:13][CH2:14][O:15][C:6]([CH3:2])=[O:7]. (10) Given the reactants Cl[C:2]1[CH:7]=[C:6]([Cl:8])[N:5]=[CH:4][N:3]=1.Cl.[NH2:10][C@@H:11]([C:16]([O:18][CH2:19][CH3:20])=[O:17])[CH2:12][CH2:13][CH2:14][CH3:15].CCN(C(C)C)C(C)C, predict the reaction product. The product is: [Cl:8][C:6]1[N:5]=[CH:4][N:3]=[C:2]([NH:10][C@@H:11]([C:16]([O:18][CH2:19][CH3:20])=[O:17])[CH2:12][CH2:13][CH2:14][CH3:15])[CH:7]=1.